Task: Predict the reactants needed to synthesize the given product.. Dataset: Full USPTO retrosynthesis dataset with 1.9M reactions from patents (1976-2016) Given the product [O:12]([CH2:11][CH2:10][CH2:9][N:1]1[CH2:6][CH2:5][C:4](=[O:7])[CH2:3][CH2:2]1)[C:13]1[CH:18]=[CH:17][CH:16]=[CH:15][CH:14]=1, predict the reactants needed to synthesize it. The reactants are: [NH:1]1[CH2:6][CH2:5][C:4](=[O:7])[CH2:3][CH2:2]1.Cl[CH2:9][CH2:10][CH2:11][O:12][C:13]1[CH:18]=[CH:17][CH:16]=[CH:15][CH:14]=1.